This data is from Peptide-MHC class II binding affinity with 134,281 pairs from IEDB. The task is: Regression. Given a peptide amino acid sequence and an MHC pseudo amino acid sequence, predict their binding affinity value. This is MHC class II binding data. (1) The peptide sequence is NHFFNHHKVMLLGHD. The MHC is HLA-DPA10301-DPB10402 with pseudo-sequence HLA-DPA10301-DPB10402. The binding affinity (normalized) is 0.256. (2) The binding affinity (normalized) is 0.177. The MHC is DRB1_1101 with pseudo-sequence DRB1_1101. The peptide sequence is MAGAGPAPMLAAAAG. (3) The peptide sequence is GETLLRAVESYLLAH. The MHC is HLA-DQA10401-DQB10402 with pseudo-sequence HLA-DQA10401-DQB10402. The binding affinity (normalized) is 0.149. (4) The peptide sequence is TTAAGAASGAATVAA. The MHC is HLA-DPA10201-DPB11401 with pseudo-sequence HLA-DPA10201-DPB11401. The binding affinity (normalized) is 0.221. (5) The peptide sequence is NYLALLVKYVNGDGD. The MHC is HLA-DQA10201-DQB10202 with pseudo-sequence HLA-DQA10201-DQB10202. The binding affinity (normalized) is 0.0621. (6) The peptide sequence is GEVLNALAYDVPIPG. The MHC is DRB1_1602 with pseudo-sequence DRB1_1602. The binding affinity (normalized) is 0.468. (7) The peptide sequence is PISVTAPPPQLPRPP. The MHC is DRB1_0701 with pseudo-sequence DRB1_0701. The binding affinity (normalized) is 0.373. (8) The peptide sequence is YFPPPAAKEDFLGCL. The MHC is HLA-DPA10201-DPB11401 with pseudo-sequence HLA-DPA10201-DPB11401. The binding affinity (normalized) is 0.133.